From a dataset of Forward reaction prediction with 1.9M reactions from USPTO patents (1976-2016). Predict the product of the given reaction. Given the reactants C([Cl:4])(=O)C.C(O)(C)C.[CH3:9][O:10][CH2:11][CH2:12][S:13]([NH:16][C:17]1[CH:18]=[C:19]2[C:24](=[CH:25][CH:26]=1)[CH2:23][N:22](C(OC(C)(C)C)=O)[CH2:21][CH2:20]2)(=[O:15])=[O:14], predict the reaction product. The product is: [ClH:4].[CH3:9][O:10][CH2:11][CH2:12][S:13]([NH:16][C:17]1[CH:18]=[C:19]2[C:24](=[CH:25][CH:26]=1)[CH2:23][NH:22][CH2:21][CH2:20]2)(=[O:15])=[O:14].